This data is from TCR-epitope binding with 47,182 pairs between 192 epitopes and 23,139 TCRs. The task is: Binary Classification. Given a T-cell receptor sequence (or CDR3 region) and an epitope sequence, predict whether binding occurs between them. (1) The epitope is SEETGTLIV. The TCR CDR3 sequence is CASSGMMWGQYEQYF. Result: 0 (the TCR does not bind to the epitope). (2) The epitope is MPASWVMRI. The TCR CDR3 sequence is CASSQTQGNEQFF. Result: 0 (the TCR does not bind to the epitope). (3) The epitope is FLPRVFSAV. The TCR CDR3 sequence is CASSLISGFAYEQYF. Result: 1 (the TCR binds to the epitope). (4) The epitope is NLNESLIDL. The TCR CDR3 sequence is CASSHPGTSGYNEQFF. Result: 1 (the TCR binds to the epitope). (5) The epitope is FVRATATIPI. The TCR CDR3 sequence is CASSWTGAFTDTQYF. Result: 0 (the TCR does not bind to the epitope). (6) The epitope is LLSAGIFGA. The TCR CDR3 sequence is CASSHGTYEQYF. Result: 0 (the TCR does not bind to the epitope). (7) The epitope is LPPAYTNSF. The TCR CDR3 sequence is CASSQEHRSSYEQYF. Result: 0 (the TCR does not bind to the epitope). (8) The epitope is RQLLFVVEV. The TCR CDR3 sequence is CASSSPGVSGTDTQYF. Result: 1 (the TCR binds to the epitope). (9) The epitope is IVTDFSVIK. The TCR CDR3 sequence is CASSWNRDRYNTEAFF. Result: 1 (the TCR binds to the epitope). (10) Result: 1 (the TCR binds to the epitope). The epitope is IYSKHTPINL. The TCR CDR3 sequence is CASSQEASGGGDEQFF.